This data is from Catalyst prediction with 721,799 reactions and 888 catalyst types from USPTO. The task is: Predict which catalyst facilitates the given reaction. Reactant: C(C1NC=CN=1)(C1NC=CN=1)=O.CO.[P:15]([O-:19])([O-:18])([O-:17])=[O:16].[CH2:20]([NH+:24]([CH2:29][CH2:30]CC)[CH2:25][CH2:26]CC)[CH2:21]CC.C([NH+](CCCC)CCCC)CCC.C([NH+](CCCC)CCCC)CCC. Product: [CH2:20]([NH+:24]([CH2:29][CH3:30])[CH2:25][CH3:26])[CH3:21].[O-:16][P:15]([O:19][P:15]([O-:18])([O-:17])=[O:16])(=[O:18])[O-:17]. The catalyst class is: 3.